From a dataset of Catalyst prediction with 721,799 reactions and 888 catalyst types from USPTO. Predict which catalyst facilitates the given reaction. Reactant: [C:1]([C:3]1[CH:4]=[C:5]([CH:30]=[CH:31][CH:32]=1)[C:6]([O:8][C@H:9]1[CH2:14][CH2:13][CH2:12][C@@H:11]([O:15][CH2:16][C:17]2[N:18]=[C:19]([C:23]3[CH:28]=[CH:27][C:26]([F:29])=[CH:25][CH:24]=3)[O:20][C:21]=2[CH3:22])[CH2:10]1)=[O:7])#[N:2].C([Sn]([N:46]=[N+:47]=[N-:48])(CCCC)CCCC)CCC. Product: [NH:46]1[C:1]([C:3]2[CH:4]=[C:5]([CH:30]=[CH:31][CH:32]=2)[C:6]([O:8][C@H:9]2[CH2:14][CH2:13][CH2:12][C@@H:11]([O:15][CH2:16][C:17]3[N:18]=[C:19]([C:23]4[CH:24]=[CH:25][C:26]([F:29])=[CH:27][CH:28]=4)[O:20][C:21]=3[CH3:22])[CH2:10]2)=[O:7])=[N:2][N:48]=[N:47]1. The catalyst class is: 113.